Predict the reaction yield, written as a fraction of the theoretical maximum amount of product (1.0 means a 100% yield; for example, 0.34 means a 34% yield). From a dataset of Reaction yield outcomes from USPTO patents with 853,638 reactions. (1) The reactants are [C:1]([C:4]1[C:9]([CH3:10])=[C:8]([N:11]2[CH:16]=[CH:15][CH2:14][CH:13]=[CH:12]2)[CH:7]([CH2:17][O:18][CH2:19][CH2:20][N:21]=[N+:22]=[N-:23])[C:6]2(C(OCCC#N)=O)[O:24][CH2:25][O:26][C:5]=12)(=[O:3])[CH3:2].[OH-:34].[Na+].[O:36]1[CH2:41]COCC1. No catalyst specified. The product is [C:1]([C:4]1[C:5]2[O:26][CH2:25][O:24][C:6]=2[C:7]([CH2:17][O:18][CH2:19][CH2:20][N:21]=[N+:22]=[N-:23])=[C:8]([N:11]2[CH:12]=[CH:13][CH2:14][C:15]([C:41]([OH:36])=[O:34])=[CH:16]2)[C:9]=1[CH3:10])(=[O:3])[CH3:2]. The yield is 0.250. (2) The reactants are Br[C:2]1[CH:7]=[C:6]([N+:8]([O-:10])=[O:9])[CH:5]=[CH:4][C:3]=1[F:11].C([O-])(=O)C.[K+].[B:17]1([B:17]2[O:21][C:20]([CH3:23])([CH3:22])[C:19]([CH3:25])([CH3:24])[O:18]2)[O:21][C:20]([CH3:23])([CH3:22])[C:19]([CH3:25])([CH3:24])[O:18]1. The catalyst is O1CCOCC1.CS(C)=O.C1C=CC([PH+]([C]2[CH][CH][CH][CH]2)C2C=CC=CC=2)=CC=1.C1C=CC([PH+]([C]2[CH][CH][CH][CH]2)C2C=CC=CC=2)=CC=1.C(Cl)Cl.Cl[Pd]Cl.[Fe]. The product is [F:11][C:3]1[CH:4]=[CH:5][C:6]([N+:8]([O-:10])=[O:9])=[CH:7][C:2]=1[B:17]1[O:21][C:20]([CH3:23])([CH3:22])[C:19]([CH3:25])([CH3:24])[O:18]1. The yield is 0.900. (3) The reactants are Cl.[CH3:2][N:3]1[CH2:8][CH2:7][CH2:6][CH:5]([CH2:9][O:10][C:11]2[CH:16]=[CH:15][C:14]([NH2:17])=[CH:13][CH:12]=2)[CH2:4]1.[Cl:18][C:19]1[CH:20]=[C:21]2[C:25](=[CH:26][CH:27]=1)[NH:24][C:23](=[O:28])[C:22]2=[CH:29]O.CCN(CC)CC. No catalyst specified. The product is [Cl:18][C:19]1[CH:20]=[C:21]2[C:25](=[CH:26][CH:27]=1)[NH:24][C:23](=[O:28])[C:22]2=[CH:29][NH:17][C:14]1[CH:13]=[CH:12][C:11]([O:10][CH2:9][CH:5]2[CH2:6][CH2:7][CH2:8][N:3]([CH3:2])[CH2:4]2)=[CH:16][CH:15]=1. The yield is 0.490.